Dataset: Full USPTO retrosynthesis dataset with 1.9M reactions from patents (1976-2016). Task: Predict the reactants needed to synthesize the given product. (1) Given the product [CH:1]1([N:6]2[C:10]3[N:11]=[C:12]([NH:15][C:16]4[CH:17]=[CH:18][C:19]([N:22]5[CH2:27][CH2:26][NH:25][CH2:24][CH2:23]5)=[CH:20][N:21]=4)[N:13]=[CH:14][C:9]=3[C:8]3[CH:35]=[CH:36][C:37]([OH:39])=[N:38][C:7]2=3)[CH2:2][CH2:3][CH2:4][CH2:5]1, predict the reactants needed to synthesize it. The reactants are: [CH:1]1([N:6]2[C:10]3[N:11]=[C:12]([NH:15][C:16]4[N:21]=[CH:20][C:19]([N:22]5[CH2:27][CH2:26][N:25](C(OC(C)(C)C)=O)[CH2:24][CH2:23]5)=[CH:18][CH:17]=4)[N:13]=[CH:14][C:9]=3[C:8]3[CH:35]=[CH:36][C:37]([O:39]C)=[N:38][C:7]2=3)[CH2:5][CH2:4][CH2:3][CH2:2]1.Cl. (2) Given the product [CH3:13][S:10]([C:8]1[CH:7]=[CH:6][C:5]([O:14][CH2:15][C:16]([F:21])([F:22])[C:17]([F:18])([F:19])[F:20])=[C:4]([CH:9]=1)[C:3]([OH:23])=[O:2])(=[O:12])=[O:11], predict the reactants needed to synthesize it. The reactants are: C[O:2][C:3](=[O:23])[C:4]1[CH:9]=[C:8]([S:10]([CH3:13])(=[O:12])=[O:11])[CH:7]=[CH:6][C:5]=1[O:14][CH2:15][C:16]([F:22])([F:21])[C:17]([F:20])([F:19])[F:18].O.[OH-].[Li+].Cl. (3) The reactants are: [CH2:1]([N:8]1[CH2:13][CH:12]([CH3:14])[NH:11][CH2:10][CH:9]1[CH3:15])[C:2]1[CH:7]=[CH:6][CH:5]=[CH:4][CH:3]=1.C(OC(N1[CH2:28][C@@H:27]([C:29]2C=CC=[CH:31][CH:30]=2)NC[C@@H]1C)=O)(C)(C)C. Given the product [CH2:1]([N:8]1[CH2:13][C@@H:12]([CH3:14])[NH:11][CH2:10][C@@H:9]1[C:15]1[CH:31]=[CH:30][CH:29]=[CH:27][CH:28]=1)[C:2]1[CH:7]=[CH:6][CH:5]=[CH:4][CH:3]=1, predict the reactants needed to synthesize it. (4) Given the product [OH:29][C@:2]1([CH3:1])[C:7]2([CH2:9][CH2:8]2)[O:6][C@@H:5]([C:10]2[CH:15]=[CH:14][N:13]=[CH:12][C:11]=2[N+:16]([O-:18])=[O:17])[CH2:4][C:3]1=[O:19], predict the reactants needed to synthesize it. The reactants are: [CH3:1][C:2]1[C:7]2([CH2:9][CH2:8]2)[O:6][C@@H:5]([C:10]2[CH:15]=[CH:14][N:13]=[CH:12][C:11]=2[N+:16]([O-:18])=[O:17])[CH2:4][C:3]=1[O:19][Si](CC)(CC)CC.CC1(C)O[O:29]1.CC(C)=O. (5) The reactants are: S([O:6][CH3:7])(OC)(=O)=O.[Br:8][C:9]1[C:10](O)=[C:11]([C:17]([CH3:20])=[CH:18][CH:19]=1)[C:12]([O:14][CH2:15][CH3:16])=[O:13].C(=O)([O-])[O-].[K+].[K+]. Given the product [Br:8][C:9]1[C:10]([O:6][CH3:7])=[C:11]([C:17]([CH3:20])=[CH:18][CH:19]=1)[C:12]([O:14][CH2:15][CH3:16])=[O:13], predict the reactants needed to synthesize it. (6) Given the product [ClH:40].[C:15]([N:18]1[CH2:23][CH2:22][N:21]([C:24](=[O:39])[CH2:25][O:26][C:27]2[CH:36]=[C:35]3[C:30]([C:31]([CH:6]4[C:5]5[C:9](=[CH:10][CH:11]=[C:3]([C:1]#[N:2])[CH:4]=5)[NH:8][C:7]4=[O:12])=[N:32][CH:33]=[N:34]3)=[CH:29][CH:28]=2)[CH2:20][CH2:19]1)(=[O:17])[CH3:16], predict the reactants needed to synthesize it. The reactants are: [C:1]([C:3]1[CH:4]=[C:5]2[C:9](=[CH:10][CH:11]=1)[NH:8][C:7](=[O:12])[CH2:6]2)#[N:2].[H-].[Na+].[C:15]([N:18]1[CH2:23][CH2:22][N:21]([C:24](=[O:39])[CH2:25][O:26][C:27]2[CH:36]=[C:35]3[C:30]([C:31](SC)=[N:32][CH:33]=[N:34]3)=[CH:29][CH:28]=2)[CH2:20][CH2:19]1)(=[O:17])[CH3:16].[Cl-:40].[NH4+]. (7) Given the product [CH3:26][C:23]([O:27][C:28]([N:30]1[CH2:34][CH2:33][CH2:32][C@H:31]1[CH2:35][O:36][CH2:2][C:3]1[C:4]([C:17]2[CH:22]=[CH:21][CH:20]=[CH:19][CH:18]=2)=[N:5][C:6]2[C:11]([C:12]=1[C:13]([O:15][CH3:16])=[O:14])=[CH:10][CH:9]=[CH:8][CH:7]=2)=[O:29])([CH3:24])[CH3:25], predict the reactants needed to synthesize it. The reactants are: Br[CH2:2][C:3]1[C:4]([C:17]2[CH:22]=[CH:21][CH:20]=[CH:19][CH:18]=2)=[N:5][C:6]2[C:11]([C:12]=1[C:13]([O:15][CH3:16])=[O:14])=[CH:10][CH:9]=[CH:8][CH:7]=2.[C:23]([O:27][C:28]([N:30]1[CH2:34][CH2:33][CH2:32][C@H:31]1[CH2:35][OH:36])=[O:29])([CH3:26])([CH3:25])[CH3:24].CC(C)([O-])C.[K+]. (8) The reactants are: Br[C:2]1[N:6]2[CH:7]=[CH:8][C:9]([C:11]([F:14])([F:13])[F:12])=[N:10][C:5]2=[N:4][CH:3]=1.[O-]P([O-])([O-])=O.[K+].[K+].[K+].[N:23]#[N:24].CCO[C:28]([CH3:30])=O. Given the product [N:23]1[N:24]=[CH:5][N:6]([C:7]2[CH:8]=[C:9]([C:2]3[N:6]4[CH:7]=[CH:8][C:9]([C:11]([F:14])([F:13])[F:12])=[N:10][C:5]4=[N:4][CH:3]=3)[CH:11]=[CH:28][CH:30]=2)[CH:2]=1, predict the reactants needed to synthesize it.